From a dataset of Forward reaction prediction with 1.9M reactions from USPTO patents (1976-2016). Predict the product of the given reaction. (1) Given the reactants [N-:1]=[N+:2]=[N-:3].[Na+].Br[CH:6]1[CH2:12][CH:11]([C:13]2[CH:18]=[CH:17][CH:16]=[CH:15][CH:14]=2)[CH2:10][CH2:9][N:8]([CH2:19][CH:20]2[CH2:22][CH2:21]2)[C:7]1=[O:23], predict the reaction product. The product is: [N:1]([CH:6]1[CH2:12][CH:11]([C:13]2[CH:18]=[CH:17][CH:16]=[CH:15][CH:14]=2)[CH2:10][CH2:9][N:8]([CH2:19][CH:20]2[CH2:22][CH2:21]2)[C:7]1=[O:23])=[N+:2]=[N-:3]. (2) Given the reactants [C:1]([NH:5][C:6](=[O:8])[OH:7])([CH3:4])([CH3:3])[CH3:2].[CH:9]1([S:12]([NH2:15])(=[O:14])=[O:13])[CH2:11][CH2:10]1.C([Li])CCC.[CH3:21][O:22][CH2:23]Cl.Cl, predict the reaction product. The product is: [C:1]([NH:5][C:6](=[O:7])[OH:8])([CH3:4])([CH3:3])[CH3:2].[CH3:21][O:22][CH2:23][C:9]1([S:12]([NH2:15])(=[O:14])=[O:13])[CH2:11][CH2:10]1. (3) Given the reactants [I:1][C:2]1[CH:9]=[CH:8][C:5]([CH2:6]Br)=[CH:4][CH:3]=1.[CH3:10][C:11]1([OH:17])[CH2:16][CH2:15][NH:14][CH2:13][CH2:12]1, predict the reaction product. The product is: [I:1][C:2]1[CH:9]=[CH:8][C:5]([CH2:6][N:14]2[CH2:15][CH2:16][C:11]([CH3:10])([OH:17])[CH2:12][CH2:13]2)=[CH:4][CH:3]=1. (4) Given the reactants [Br:1][C:2]1[CH:3]=[CH:4][C:5]([CH3:10])=[C:6]([CH:9]=1)[CH:7]=O.[BH4-].[Na+].O=S(Cl)[Cl:15], predict the reaction product. The product is: [Br:1][C:2]1[CH:3]=[CH:4][C:5]([CH3:10])=[C:6]([CH2:7][Cl:15])[CH:9]=1.